Task: Predict the product of the given reaction.. Dataset: Forward reaction prediction with 1.9M reactions from USPTO patents (1976-2016) (1) The product is: [CH3:8][CH:7]([N:10]1[CH:5]=[CH:2][C:3]([NH2:4])=[N:11]1)[CH3:9]. Given the reactants Cl[C:2](=[CH2:5])[C:3]#[N:4].Cl.[CH:7]([NH:10][NH2:11])([CH3:9])[CH3:8].C(=O)([O-])[O-].[K+].[K+], predict the reaction product. (2) Given the reactants [Br-].Br[CH2:3][C:4]([C:6]1[CH:7]=[NH+:8][CH:9]=[CH:10][CH:11]=1)=O.[F:12][C:13]([F:27])([F:26])[C:14]1[CH:19]=[CH:18][N:17]2[C:20]([C:23](=[S:25])[NH2:24])=[CH:21][N:22]=[C:16]2[N:15]=1, predict the reaction product. The product is: [N:8]1[CH:9]=[CH:10][CH:11]=[C:6]([C:4]2[N:24]=[C:23]([C:20]3[N:17]4[CH:18]=[CH:19][C:14]([C:13]([F:27])([F:26])[F:12])=[N:15][C:16]4=[N:22][CH:21]=3)[S:25][CH:3]=2)[CH:7]=1. (3) The product is: [C:1]([O:5][C:6](=[O:34])[NH:7][CH2:8][CH2:9][CH2:10][N:11]([CH:12]([C:15]1[N:20]([CH2:46][C:45]2[CH:48]=[CH:49][C:42]([F:41])=[CH:43][CH:44]=2)[C:19](=[O:21])[C:18]2=[CH:22][CH:23]=[CH:24][N:17]2[N:16]=1)[CH2:13][CH3:14])[C:25](=[O:33])[C:26]1[CH:27]=[CH:28][C:29]([CH3:32])=[CH:30][CH:31]=1)([CH3:2])([CH3:4])[CH3:3]. Given the reactants [C:1]([O:5][C:6](=[O:34])[NH:7][CH2:8][CH2:9][CH2:10][N:11]([C:25](=[O:33])[C:26]1[CH:31]=[CH:30][C:29]([CH3:32])=[CH:28][CH:27]=1)[CH:12]([C:15]1[NH:20][C:19](=[O:21])[C:18]2=[CH:22][CH:23]=[CH:24][N:17]2[N:16]=1)[CH2:13][CH3:14])([CH3:4])([CH3:3])[CH3:2].C(=O)([O-])[O-].[Cs+].[Cs+].[F:41][C:42]1[CH:49]=[CH:48][C:45]([CH2:46]Br)=[CH:44][CH:43]=1, predict the reaction product. (4) Given the reactants [Br:1][C:2]1[C:3](F)=[C:4]([CH:7]=[CH:8][CH:9]=1)[CH:5]=[O:6].C(=O)([O-])[O-].[K+].[K+].[CH3:17][C:18]([SH:21])([CH3:20])[CH3:19], predict the reaction product. The product is: [Br:1][C:2]1[C:3]([S:21][C:18]([CH3:20])([CH3:19])[CH3:17])=[C:4]([CH:7]=[CH:8][CH:9]=1)[CH:5]=[O:6].